From a dataset of Reaction yield outcomes from USPTO patents with 853,638 reactions. Predict the reaction yield, written as a fraction of the theoretical maximum amount of product (1.0 means a 100% yield; for example, 0.34 means a 34% yield). (1) The reactants are [N:1]([CH2:4][C@@H:5]([C:14]1[CH:23]=[CH:22][C:21]([O:24]CC2C=CC=CC=2)=[C:20]2[C:15]=1[CH:16]=[CH:17][C:18](=[O:32])[NH:19]2)[O:6][Si](C(C)(C)C)(C)C)=[N+]=[N-].CC1CC=CCC=1.[ClH:40].O1CCOCC1. The catalyst is C(O)C.[Pd]. The product is [ClH:40].[NH2:1][CH2:4][C@@H:5]([C:14]1[CH:23]=[CH:22][C:21]([OH:24])=[C:20]2[C:15]=1[CH:16]=[CH:17][C:18](=[O:32])[NH:19]2)[OH:6]. The yield is 0.620. (2) The reactants are Cl[C:2]1[N:7]=[C:6]([N:8]2[CH2:13][CH2:12][O:11][CH2:10][C@@H:9]2[CH3:14])[CH:5]=[C:4]([CH2:15][S:16]([CH3:19])(=[O:18])=[O:17])[N:3]=1.O.[CH3:21][NH:22][C:23]1[CH:28]=[CH:27][C:26](B2OC(C)(C)C(C)(C)O2)=[CH:25][CH:24]=1.C(=O)([O-])[O-].[Na+].[Na+]. The catalyst is CN(C=O)C.C(COC)OC.C(O)C. The product is [CH3:21][NH:22][C:23]1[CH:28]=[CH:27][C:26]([C:2]2[N:7]=[C:6]([N:8]3[CH2:13][CH2:12][O:11][CH2:10][C@@H:9]3[CH3:14])[CH:5]=[C:4]([CH2:15][S:16]([CH3:19])(=[O:18])=[O:17])[N:3]=2)=[CH:25][CH:24]=1. The yield is 0.900. (3) The reactants are [C:1]([C:3]1[CH:4]=[C:5]2[C:10](=[CH:11][C:12]=1F)[O:9][C:8]([CH3:15])([CH3:14])[CH2:7][CH:6]2[C:16]([O:18][CH3:19])=[O:17])#[N:2].C([O-])([O-])=O.[K+].[K+].[Cl:26][C:27]1[CH:44]=[CH:43][C:30]([CH2:31][CH2:32][NH:33][C:34](=[O:42])[C:35]2[CH:40]=[CH:39][C:38]([OH:41])=[CH:37][CH:36]=2)=[CH:29][CH:28]=1. The catalyst is CN1CCCC1=O. The product is [Cl:26][C:27]1[CH:28]=[CH:29][C:30]([CH2:31][CH2:32][NH:33][C:34]([C:35]2[CH:40]=[CH:39][C:38]([O:41][C:12]3[CH:11]=[C:10]4[C:5]([CH:6]([C:16]([O:18][CH3:19])=[O:17])[CH2:7][C:8]([CH3:15])([CH3:14])[O:9]4)=[CH:4][C:3]=3[C:1]#[N:2])=[CH:37][CH:36]=2)=[O:42])=[CH:43][CH:44]=1. The yield is 0.0530.